From a dataset of Forward reaction prediction with 1.9M reactions from USPTO patents (1976-2016). Predict the product of the given reaction. (1) Given the reactants [C:1]1([C:7]2[N:16]=[CH:15][C:14]3[CH2:13][CH2:12][CH2:11][C:10](=O)[C:9]=3[N:8]=2)[CH:6]=[CH:5][CH:4]=[CH:3][CH:2]=1.[CH3:18][O:19]/[N:20]=[C:21](/[C:23]1[CH:28]=[CH:27][CH:26]=[C:25]([CH2:29][CH2:30][CH2:31][O:32][NH2:33])[N:24]=1)\[CH3:22], predict the reaction product. The product is: [CH3:18][O:19]/[N:20]=[C:21](/[C:23]1[N:24]=[C:25]([CH2:29][CH2:30][CH2:31][O:32][N:33]=[C:10]2[C:9]3[N:8]=[C:7]([C:1]4[CH:6]=[CH:5][CH:4]=[CH:3][CH:2]=4)[N:16]=[CH:15][C:14]=3[CH2:13][CH2:12][CH2:11]2)[CH:26]=[CH:27][CH:28]=1)\[CH3:22]. (2) Given the reactants [Cl:1][C:2]1[NH:3][C:4](=[O:17])[C:5]2[N:10]([CH3:11])[N:9]=[C:8]([CH:12]3[CH2:16]CC[CH2:13]3)[C:6]=2[N:7]=1.[CH2:18](OC(C1C=C(C(C)(C)C)NN=1)=O)C, predict the reaction product. The product is: [Cl:1][C:2]1[NH:3][C:4](=[O:17])[C:5]2[N:10]([CH3:11])[N:9]=[C:8]([C:12]([CH3:13])([CH3:16])[CH3:18])[C:6]=2[N:7]=1. (3) Given the reactants [C:1]([NH:4][NH:5][C:6](=O)[CH2:7][CH2:8][C:9]1[N:10]=[C:11]([NH:14][C:15]2[C:20]([O:21][CH2:22][C:23]3[CH:28]=[CH:27][CH:26]=[CH:25][CH:24]=3)=[CH:19][C:18]([Br:29])=[CH:17][N:16]=2)[S:12][CH:13]=1)(=[O:3])[CH3:2].O=P(Cl)(Cl)Cl, predict the reaction product. The product is: [CH2:22]([O:21][C:20]1[C:15]([NH:14][C:11]2[S:12][CH:13]=[C:9]([CH2:8][CH2:7][C:6]3[O:3][C:1]([CH3:2])=[N:4][N:5]=3)[N:10]=2)=[N:16][CH:17]=[C:18]([Br:29])[CH:19]=1)[C:23]1[CH:28]=[CH:27][CH:26]=[CH:25][CH:24]=1. (4) Given the reactants Br[C:2]1[N:7]=[C:6]([CH:8]=[O:9])[CH:5]=[CH:4][CH:3]=1.[NH:10]1[CH2:15][CH2:14][O:13][CH2:12][CH2:11]1.C(=O)([O-])[O-].[K+].[K+].Cl, predict the reaction product. The product is: [N:10]1([C:2]2[N:7]=[C:6]([CH:8]=[O:9])[CH:5]=[CH:4][CH:3]=2)[CH2:15][CH2:14][O:13][CH2:12][CH2:11]1. (5) Given the reactants Br[C:2]1[CH:7]=[CH:6][C:5]([S:8][CH3:9])=[CH:4][CH:3]=1.[Li]C(C)(C)C.CCCCC.[O:20]1[CH2:24][CH:23]=[CH:22][C:21]1=[O:25].[CH3:26][Si:27](Cl)([CH3:29])[CH3:28].C([O-])(O)=O.[Na+], predict the reaction product. The product is: [CH3:26][Si:27]([CH3:29])([CH3:28])[O:25][CH:21]1[CH2:22][CH:23]([C:2]2[CH:7]=[CH:6][C:5]([S:8][CH3:9])=[CH:4][CH:3]=2)[CH2:24][O:20]1. (6) The product is: [CH3:1][C:2]1[CH:7]=[C:6]([N:8]2[CH2:12][CH2:11][CH:10]([N:13]3[CH2:17][CH2:16][CH2:15][CH:14]3[CH3:18])[CH2:9]2)[CH:5]=[CH:4][C:3]=1[NH:19][C:29]([C:27]1[CH:26]=[CH:25][C:24]2[O:20][CH2:21][CH2:22][C:23]=2[CH:28]=1)=[O:30]. Given the reactants [CH3:1][C:2]1[CH:7]=[C:6]([N:8]2[CH2:12][CH2:11][CH:10]([N:13]3[CH2:17][CH2:16][CH2:15][CH:14]3[CH3:18])[CH2:9]2)[CH:5]=[CH:4][C:3]=1[NH2:19].[O:20]1[C:24]2[CH:25]=[CH:26][C:27]([C:29](O)=[O:30])=[CH:28][C:23]=2[CH2:22][CH2:21]1, predict the reaction product.